From a dataset of Forward reaction prediction with 1.9M reactions from USPTO patents (1976-2016). Predict the product of the given reaction. (1) Given the reactants [Cl:1][C:2]1[CH:34]=[CH:33][CH:32]=[C:31]([F:35])[C:3]=1[C:4]([NH:6][C:7]1[CH:15]=[C:14]2[C:10](C(C=C)=[N:12][N:13]2[S:16]([C:19]2[CH:24]=[CH:23][CH:22]=[C:21]([C:25]([F:28])([F:27])[F:26])[CH:20]=2)(=[O:18])=[O:17])=[CH:9][CH:8]=1)=[O:5].C[N+]1([O-])CC[O:40]CC1.S(=O)(O)[O-].[Na+].C1COCC1.[CH3:54][C:55]([CH3:57])=[O:56].O, predict the reaction product. The product is: [Cl:1][C:2]1[CH:34]=[CH:33][CH:32]=[C:31]([F:35])[C:3]=1[C:4]([NH:6][C:7]1[CH:15]=[C:14]2[C:10]([C:54]([CH:55]([OH:56])[CH2:57][OH:40])=[N:12][N:13]2[S:16]([C:19]2[CH:24]=[CH:23][CH:22]=[C:21]([C:25]([F:28])([F:27])[F:26])[CH:20]=2)(=[O:18])=[O:17])=[CH:9][CH:8]=1)=[O:5]. (2) Given the reactants [C:1](=[NH:14])([C:8]1[CH:13]=[CH:12][CH:11]=[CH:10][CH:9]=1)[C:2]1[CH:7]=[CH:6][CH:5]=[CH:4][CH:3]=1.N[CH:16]1[CH2:20][CH2:19][N:18]([CH3:21])[C:17]1=[O:22], predict the reaction product. The product is: [C:1](=[N:14][CH:16]1[CH2:20][CH2:19][N:18]([CH3:21])[C:17]1=[O:22])([C:8]1[CH:9]=[CH:10][CH:11]=[CH:12][CH:13]=1)[C:2]1[CH:7]=[CH:6][CH:5]=[CH:4][CH:3]=1. (3) Given the reactants [Na].Br[C:3]1[N:4]([CH:20]2[CH2:25][CH2:24][CH2:23][CH2:22][O:21]2)[C:5]2[C:10]([N:11]=1)=[C:9]([NH2:12])[N:8]=[C:7]([O:13][CH2:14][CH2:15][O:16][CH:17]([CH3:19])[CH3:18])[N:6]=2.[CH3:26][OH:27], predict the reaction product. The product is: [CH3:18][CH:17]([O:16][CH2:15][CH2:14][O:13][C:7]1[N:6]=[C:5]2[C:10]([N:11]=[C:3]([O:27][CH3:26])[N:4]2[CH:20]2[CH2:25][CH2:24][CH2:23][CH2:22][O:21]2)=[C:9]([NH2:12])[N:8]=1)[CH3:19]. (4) The product is: [CH3:12][O:13][C:14]1[CH:19]=[CH:18][CH:17]=[C:16]([Sn:24]([CH2:25][CH2:26][CH2:27][CH3:28])([CH2:29][CH2:30][CH2:31][CH3:32])[CH2:20][CH2:21][CH2:22][CH3:23])[N:15]=1. Given the reactants CN(C)CCO.[Li]CCCC.[CH3:12][O:13][C:14]1[CH:19]=[CH:18][CH:17]=[CH:16][N:15]=1.[CH2:20]([Sn:24](Cl)([CH2:29][CH2:30][CH2:31][CH3:32])[CH2:25][CH2:26][CH2:27][CH3:28])[CH2:21][CH2:22][CH3:23], predict the reaction product. (5) Given the reactants [C:1]([CH2:3][O:4][C:5]1[CH:6]=[C:7]2[C:12](=[CH:13][CH:14]=1)[N:11]=[C:10]([CH2:15][CH:16]([CH3:18])[CH3:17])[C:9]([CH2:19][NH:20][C:21](=[O:27])[O:22][C:23]([CH3:26])([CH3:25])[CH3:24])=[C:8]2[C:28]1[CH:33]=[CH:32][C:31]([CH3:34])=[CH:30][CH:29]=1)#[N:2].[N-:35]=[N+:36]=[N-:37].[Na+].[Cl-].[NH4+].O, predict the reaction product. The product is: [CH2:15]([C:10]1[C:9]([CH2:19][NH:20][C:21](=[O:27])[O:22][C:23]([CH3:26])([CH3:25])[CH3:24])=[C:8]([C:28]2[CH:33]=[CH:32][C:31]([CH3:34])=[CH:30][CH:29]=2)[C:7]2[C:12](=[CH:13][CH:14]=[C:5]([O:4][CH2:3][C:1]3[N:35]=[N:36][NH:37][N:2]=3)[CH:6]=2)[N:11]=1)[CH:16]([CH3:17])[CH3:18]. (6) Given the reactants [H-].[Na+].[N:3]1([C:9]2[CH:18]=[C:17]3[C:12]([CH2:13][CH2:14][CH2:15][CH:16]3[NH:19][C:20](=[O:41])/[C:21](=[CH:26]/[C:27]3[CH:32]=[CH:31][C:30]([N:33]4[CH:37]=[C:36]([CH3:38])[N:35]=[CH:34]4)=[C:29]([O:39][CH3:40])[CH:28]=3)/[CH2:22][CH2:23][CH2:24]Cl)=[CH:11][CH:10]=2)[CH2:8][CH2:7][O:6][CH2:5][CH2:4]1.O.C(OCC)(=O)C, predict the reaction product. The product is: [CH3:40][O:39][C:29]1[CH:28]=[C:27]([CH:32]=[CH:31][C:30]=1[N:33]1[CH:37]=[C:36]([CH3:38])[N:35]=[CH:34]1)/[CH:26]=[C:21]1/[C:20](=[O:41])[N:19]([CH:16]2[C:17]3[C:12](=[CH:11][CH:10]=[C:9]([N:3]4[CH2:8][CH2:7][O:6][CH2:5][CH2:4]4)[CH:18]=3)[CH2:13][CH2:14][CH2:15]2)[CH2:24][CH2:23][CH2:22]/1. (7) Given the reactants [CH2:1]([C:5]1[N:9]=[C:8]([CH3:10])[NH:7][N:6]=1)[CH2:2][CH2:3][CH3:4].Br[CH2:12][C:13]1[CH:18]=[CH:17][C:16]([C:19]2[CH:24]=[CH:23][CH:22]=[CH:21][C:20]=2[C:25]([O:27]C)=[O:26])=[CH:15][CH:14]=1, predict the reaction product. The product is: [CH2:1]([C:5]1[N:9]=[C:8]([CH3:10])[N:7]([CH2:12][C:13]2[CH:18]=[CH:17][C:16]([C:19]3[C:20]([C:25]([OH:27])=[O:26])=[CH:21][CH:22]=[CH:23][CH:24]=3)=[CH:15][CH:14]=2)[N:6]=1)[CH2:2][CH2:3][CH3:4].